Dataset: Reaction yield outcomes from USPTO patents with 853,638 reactions. Task: Predict the reaction yield, written as a fraction of the theoretical maximum amount of product (1.0 means a 100% yield; for example, 0.34 means a 34% yield). (1) The reactants are Cl.[Cl:2][C:3]1[CH:8]=[CH:7][C:6]([CH:9]([NH:14][C:15]([C:17]2([NH:32]C(=O)OC(C)(C)C)[CH2:22][CH2:21][N:20]([C:23]3[C:24]4[CH:31]=[CH:30][NH:29][C:25]=4[N:26]=[CH:27][N:28]=3)[CH2:19][CH2:18]2)=[O:16])[CH2:10][CH2:11][O:12][CH3:13])=[CH:5][CH:4]=1. The catalyst is C(Cl)Cl.CO. The product is [NH2:32][C:17]1([C:15]([NH:14][CH:9]([C:6]2[CH:5]=[CH:4][C:3]([Cl:2])=[CH:8][CH:7]=2)[CH2:10][CH2:11][O:12][CH3:13])=[O:16])[CH2:18][CH2:19][N:20]([C:23]2[C:24]3[CH:31]=[CH:30][NH:29][C:25]=3[N:26]=[CH:27][N:28]=2)[CH2:21][CH2:22]1. The yield is 0.960. (2) The reactants are [Cl:1][C:2]1[CH:11]=[CH:10][CH:9]=[C:8]2[C:3]=1[C:4](=[O:21])[N:5]([C:14]1[CH:19]=[CH:18][CH:17]=[CH:16][C:15]=1[F:20])[C:6]([CH2:12]Cl)=[N:7]2.[N:22]1[C:30]([NH2:31])=[C:29]2[C:25]([N:26]=[CH:27][NH:28]2)=[N:24][CH:23]=1.C([O-])([O-])=O.[K+].[K+]. The catalyst is CN(C=O)C. The product is [NH2:31][C:30]1[N:22]=[CH:23][N:24]=[C:25]2[C:29]=1[N:28]=[CH:27][N:26]2[CH2:12][C:6]1[N:5]([C:14]2[CH:19]=[CH:18][CH:17]=[CH:16][C:15]=2[F:20])[C:4](=[O:21])[C:3]2[C:8](=[CH:9][CH:10]=[CH:11][C:2]=2[Cl:1])[N:7]=1. The yield is 0.500. (3) The reactants are C([O:3][C:4]([CH:6]1[CH2:11][N:10]([CH3:12])[CH2:9][CH2:8][N:7]1[CH3:13])=[O:5])C.[OH-].[Na+].Cl.CCOCC. The catalyst is CCO. The product is [CH3:13][N:7]1[CH2:8][CH2:9][N:10]([CH3:12])[CH2:11][CH:6]1[C:4]([OH:5])=[O:3]. The yield is 0.480. (4) The reactants are [CH3:1][O:2][C:3]1[CH:27]=[CH:26][C:6]2[N:7]=[C:8]([N:10]3[C:14](=[O:15])[C:13](=[CH:16][N:17](C)C)[C:12]([C:20]4[CH:25]=[CH:24][CH:23]=[CH:22][CH:21]=4)=[N:11]3)[S:9][C:5]=2[CH:4]=1. The catalyst is N.CO. The product is [NH2:17][CH:16]=[C:13]1[C:12]([C:20]2[CH:25]=[CH:24][CH:23]=[CH:22][CH:21]=2)=[N:11][N:10]([C:8]2[S:9][C:5]3[CH:4]=[C:3]([O:2][CH3:1])[CH:27]=[CH:26][C:6]=3[N:7]=2)[C:14]1=[O:15]. The yield is 0.860. (5) The reactants are [Cl:1][C:2]1[CH:7]=[CH:6][C:5](/[CH:8]=[CH:9]/[CH2:10][CH2:11][CH2:12][C:13]#[C:14][CH:15]=[O:16])=[CH:4][CH:3]=1. The catalyst is ClCCCl. The product is [Cl:1][C:2]1[CH:3]=[C:4]2[C:5](=[CH:6][CH:7]=1)[CH:8]=[C:9]1[CH2:10][CH2:11][CH2:12][C:13]1=[C:14]2[CH:15]=[O:16]. The yield is 0.830.